This data is from Full USPTO retrosynthesis dataset with 1.9M reactions from patents (1976-2016). The task is: Predict the reactants needed to synthesize the given product. Given the product [CH:15]1([CH2:14][O:13][C:12]2[N:11]=[C:10]([C:18]([OH:20])=[O:19])[CH:9]=[CH:8][C:7]=2[C:21]2([OH:25])[CH2:24][CH2:23][CH2:22]2)[CH2:17][CH2:16]1, predict the reactants needed to synthesize it. The reactants are: [Li]CCCC.Br[C:7]1[CH:8]=[CH:9][C:10]([C:18]([OH:20])=[O:19])=[N:11][C:12]=1[O:13][CH2:14][CH:15]1[CH2:17][CH2:16]1.[C:21]1(=[O:25])[CH2:24][CH2:23][CH2:22]1.